From a dataset of Catalyst prediction with 721,799 reactions and 888 catalyst types from USPTO. Predict which catalyst facilitates the given reaction. (1) Reactant: C([CH:8]1[C:12]2([CH2:17][CH2:16][C:15]([C:18]3[CH:23]=[CH:22][N:21]=[CH:20][CH:19]=3)=[CH:14][CH2:13]2)[CH2:11][CH2:10][NH:9]1)C1C=CC=CC=1. Product: [N:21]1[CH:20]=[CH:19][C:18]([CH:15]2[CH2:16][CH2:17][C:12]3([CH2:8][NH:9][CH2:10][CH2:11]3)[CH2:13][CH2:14]2)=[CH:23][CH:22]=1. The catalyst class is: 105. (2) Reactant: [Br:1][C:2]1[CH:3]=[C:4]([OH:8])[CH:5]=[CH:6][CH:7]=1.Cl.Cl[CH2:11][CH2:12][N:13]([CH3:15])[CH3:14].C(=O)([O-])[O-].[K+].[K+].[I-].[K+]. Product: [Br:1][C:2]1[CH:3]=[C:4]([CH:5]=[CH:6][CH:7]=1)[O:8][CH2:11][CH2:12][N:13]([CH3:15])[CH3:14]. The catalyst class is: 288. (3) Reactant: [CH:1]([Mg]Cl)=[CH2:2].[CH3:5][CH:6]([CH3:15])[CH2:7][CH2:8][C:9]1[C:10](=[O:14])[CH2:11][CH2:12][CH:13]=1. Product: [CH3:5][CH:6]([CH3:15])[CH2:7][CH2:8][CH:9]1[CH:13]([CH:1]=[CH2:2])[CH2:12][CH2:11][C:10]1=[O:14]. The catalyst class is: 15. (4) Reactant: Br[CH2:2][C:3]1[CH:8]=[CH:7][C:6]([C:9]2[O:10][C:11]3[C:17]([C:18]([O:20][CH3:21])=[O:19])=[CH:16][CH:15]=[CH:14][C:12]=3[N:13]=2)=[CH:5][CH:4]=1.[NH:22]1[CH2:27][CH2:26][NH:25][CH2:24][CH2:23]1. Product: [N:22]1([CH2:2][C:3]2[CH:8]=[CH:7][C:6]([C:9]3[O:10][C:11]4[C:17]([C:18]([O:20][CH3:21])=[O:19])=[CH:16][CH:15]=[CH:14][C:12]=4[N:13]=3)=[CH:5][CH:4]=2)[CH2:27][CH2:26][NH:25][CH2:24][CH2:23]1. The catalyst class is: 5. (5) Reactant: [C:1](=[NH:14])([C:8]1C=CC=CC=1)[C:2]1[CH:7]=CC=CC=1.C(=O)([O-])[O-:16].[Cs+].[Cs+].C1(P(C2C=CC=CC=2)C2[C:41]3[O:40][C:39]4C(=CC=CC=4P(C4C=CC=CC=4)C4C=CC=CC=4)C(C)(C)[C:32]=3C=CC=2)C=CC=CC=1.Cl.[O:64]1[CH2:68][CH2:67][CH2:66][CH2:65]1. Product: [NH2:14][C:1]1[CH:2]=[CH:7][C:67]2[C@H:66]([CH2:32][C:41]([O:40][CH3:39])=[O:16])[CH2:65][O:64][C:68]=2[CH:8]=1. The catalyst class is: 110. (6) Reactant: C([N-]C(C)C)(C)C.[Li+].[Cl:9][C:10]1[CH:11]=[N:12][CH:13]=[C:14]([Cl:16])[CH:15]=1.Cl[C:18]([O:20][CH2:21][CH3:22])=[O:19].C(=O)(O)[O-].[Na+]. Product: [Cl:9][C:10]1[CH:11]=[N:12][CH:13]=[C:14]([Cl:16])[C:15]=1[C:18]([O:20][CH2:21][CH3:22])=[O:19]. The catalyst class is: 165. (7) Reactant: [F:1][C:2]1[CH:10]=[C:9]2[C:5]([CH:6]=[N:7][N:8]2[C:11]([C:18]2[CH:23]=[CH:22][C:21]([C:24]([F:27])([F:26])[F:25])=[CH:20][CH:19]=2)([CH2:16][CH3:17])[C:12](OC)=[O:13])=[C:4]([NH:28][C:29]([C:42]2[CH:47]=[CH:46][CH:45]=[CH:44][CH:43]=2)([C:36]2[CH:41]=[CH:40][CH:39]=[CH:38][CH:37]=2)[C:30]2[CH:35]=[CH:34][CH:33]=[CH:32][CH:31]=2)[CH:3]=1.[Li+].[BH4-]. Product: [F:1][C:2]1[CH:10]=[C:9]2[C:5]([CH:6]=[N:7][N:8]2[C:11]([C:18]2[CH:19]=[CH:20][C:21]([C:24]([F:27])([F:25])[F:26])=[CH:22][CH:23]=2)([CH2:16][CH3:17])[CH2:12][OH:13])=[C:4]([NH:28][C:29]([C:42]2[CH:43]=[CH:44][CH:45]=[CH:46][CH:47]=2)([C:36]2[CH:37]=[CH:38][CH:39]=[CH:40][CH:41]=2)[C:30]2[CH:35]=[CH:34][CH:33]=[CH:32][CH:31]=2)[CH:3]=1. The catalyst class is: 7.